Dataset: NCI-60 drug combinations with 297,098 pairs across 59 cell lines. Task: Regression. Given two drug SMILES strings and cell line genomic features, predict the synergy score measuring deviation from expected non-interaction effect. (1) Drug 1: CN1C2=C(C=C(C=C2)N(CCCl)CCCl)N=C1CCCC(=O)O.Cl. Cell line: NCI/ADR-RES. Drug 2: CC(C)(C#N)C1=CC(=CC(=C1)CN2C=NC=N2)C(C)(C)C#N. Synergy scores: CSS=-2.39, Synergy_ZIP=-0.131, Synergy_Bliss=-4.58, Synergy_Loewe=-2.61, Synergy_HSA=-6.04. (2) Drug 1: CN1C2=C(C=C(C=C2)N(CCCl)CCCl)N=C1CCCC(=O)O.Cl. Drug 2: COCCOC1=C(C=C2C(=C1)C(=NC=N2)NC3=CC=CC(=C3)C#C)OCCOC.Cl. Cell line: NCI-H522. Synergy scores: CSS=22.6, Synergy_ZIP=-6.00, Synergy_Bliss=-4.02, Synergy_Loewe=-1.58, Synergy_HSA=-0.477. (3) Drug 1: CS(=O)(=O)C1=CC(=C(C=C1)C(=O)NC2=CC(=C(C=C2)Cl)C3=CC=CC=N3)Cl. Drug 2: C1CCC(C(C1)N)N.C(=O)(C(=O)[O-])[O-].[Pt+4]. Cell line: KM12. Synergy scores: CSS=23.3, Synergy_ZIP=-10.2, Synergy_Bliss=-2.57, Synergy_Loewe=1.10, Synergy_HSA=1.82. (4) Drug 1: C1=CC=C(C=C1)NC(=O)CCCCCCC(=O)NO. Drug 2: CCC1=C2N=C(C=C(N2N=C1)NCC3=C[N+](=CC=C3)[O-])N4CCCCC4CCO. Cell line: NCIH23. Synergy scores: CSS=65.2, Synergy_ZIP=-1.41, Synergy_Bliss=-3.56, Synergy_Loewe=-7.56, Synergy_HSA=-2.24. (5) Drug 2: CCN(CC)CCCC(C)NC1=C2C=C(C=CC2=NC3=C1C=CC(=C3)Cl)OC. Cell line: LOX IMVI. Synergy scores: CSS=45.8, Synergy_ZIP=-4.36, Synergy_Bliss=-5.03, Synergy_Loewe=-13.7, Synergy_HSA=-3.19. Drug 1: CCCCC(=O)OCC(=O)C1(CC(C2=C(C1)C(=C3C(=C2O)C(=O)C4=C(C3=O)C=CC=C4OC)O)OC5CC(C(C(O5)C)O)NC(=O)C(F)(F)F)O. (6) Drug 1: CC1C(C(CC(O1)OC2CC(CC3=C2C(=C4C(=C3O)C(=O)C5=C(C4=O)C(=CC=C5)OC)O)(C(=O)C)O)N)O.Cl. Drug 2: CC1=C(N=C(N=C1N)C(CC(=O)N)NCC(C(=O)N)N)C(=O)NC(C(C2=CN=CN2)OC3C(C(C(C(O3)CO)O)O)OC4C(C(C(C(O4)CO)O)OC(=O)N)O)C(=O)NC(C)C(C(C)C(=O)NC(C(C)O)C(=O)NCCC5=NC(=CS5)C6=NC(=CS6)C(=O)NCCC[S+](C)C)O. Cell line: HCC-2998. Synergy scores: CSS=19.0, Synergy_ZIP=0.910, Synergy_Bliss=6.21, Synergy_Loewe=-2.57, Synergy_HSA=3.84.